From a dataset of Full USPTO retrosynthesis dataset with 1.9M reactions from patents (1976-2016). Predict the reactants needed to synthesize the given product. (1) Given the product [OH:37][C:33]1[CH:32]=[C:31]([CH:26]2[CH2:25][CH:24]([OH:38])[C:23]3[C:28](=[CH:29][CH:30]=[C:21]([OH:20])[CH:22]=3)[O:27]2)[CH:36]=[CH:35][CH:34]=1, predict the reactants needed to synthesize it. The reactants are: FC1C=CC(C2CC(O)C3C(=CC=C(O)C=3)O2)=CC=1.[OH:20][C:21]1[CH:22]=[C:23]2[C:28](=[CH:29][CH:30]=1)[O:27][CH:26]([C:31]1[CH:36]=[CH:35][CH:34]=[C:33]([OH:37])[CH:32]=1)[CH2:25][C:24]2=[O:38]. (2) Given the product [CH3:45][N:43]1[CH:44]=[C:40]([C:11]2[NH:10][C:14]3[N:15]=[CH:16][N:17]=[C:18]([N:19]4[CH2:20][CH2:21][CH:22]([NH:25][S:26]([C:29]5[CH:30]=[CH:31][C:32]([O:35][C:36]([F:38])([F:39])[F:37])=[CH:33][CH:34]=5)(=[O:28])=[O:27])[CH2:23][CH2:24]4)[C:13]=3[CH:12]=2)[CH:41]=[N:42]1, predict the reactants needed to synthesize it. The reactants are: C1(S([N:10]2[C:14]3[N:15]=[CH:16][N:17]=[C:18]([N:19]4[CH2:24][CH2:23][CH:22]([NH:25][S:26]([C:29]5[CH:34]=[CH:33][C:32]([O:35][C:36]([F:39])([F:38])[F:37])=[CH:31][CH:30]=5)(=[O:28])=[O:27])[CH2:21][CH2:20]4)[C:13]=3[CH:12]=[C:11]2[C:40]2[CH:41]=[N:42][N:43]([CH3:45])[CH:44]=2)(=O)=O)C=CC=CC=1.CO.[OH-].[K+]. (3) Given the product [CH3:8][C:9]12[CH2:23][CH:18]([NH:19][CH2:20][CH2:21]1)[CH2:17][CH2:16][C:15]1[C:10]2=[CH:11][CH:12]=[CH:13][CH:14]=1, predict the reactants needed to synthesize it. The reactants are: ClC(OC(Cl)C)=O.[CH3:8][C:9]12[CH2:23][CH:18]([N:19](C)[CH2:20][CH2:21]1)[CH2:17][CH2:16][C:15]1[C:10]2=[CH:11][CH:12]=[CH:13][CH:14]=1.C([O-])(O)=O.[Na+].ClCCl. (4) Given the product [CH3:1][C:2]1[S:3][CH:4]=[C:5]([C:7]([NH:32][C:23]2[CH:24]=[C:25]([Sn:28]([CH3:31])([CH3:30])[CH3:29])[CH:26]=[C:27]3[C:22]=2[CH:21]=[N:20][N:19]3[S:16]([C:10]2[CH:15]=[CH:14][CH:13]=[CH:12][CH:11]=2)(=[O:18])=[O:17])=[O:8])[N:6]=1, predict the reactants needed to synthesize it. The reactants are: [CH3:1][C:2]1[S:3][CH:4]=[C:5]([C:7](Cl)=[O:8])[N:6]=1.[C:10]1([S:16]([N:19]2[C:27]3[CH:26]=[C:25]([Sn:28]([CH3:31])([CH3:30])[CH3:29])[CH:24]=[C:23]([NH2:32])[C:22]=3[CH:21]=[N:20]2)(=[O:18])=[O:17])[CH:15]=[CH:14][CH:13]=[CH:12][CH:11]=1.C(=O)(O)[O-].[Na+]. (5) The reactants are: [CH2:1]([O:3][C:4](=[O:28])[CH2:5][O:6][C:7]1[CH:12]=[CH:11][C:10]([S:13][CH2:14][C:15]2[CH:20]=[C:19]([O:21][CH2:22][CH:23]([CH3:25])[CH3:24])[CH:18]=[C:17](Br)[CH:16]=2)=[CH:9][C:8]=1[CH3:27])[CH3:2].[C:29]([C:31]1[CH:36]=[CH:35][C:34]([S:37]([CH3:40])(=[O:39])=[O:38])=[CH:33][CH:32]=1)#[CH:30].C(OC(=O)COC1C=CC(SC2C=C(C#CC3C=CC(CO)=CC=3)C=C(OCCC3C=CC(Cl)=CC=3)C=2)=CC=1C)C. Given the product [CH2:1]([O:3][C:4](=[O:28])[CH2:5][O:6][C:7]1[CH:12]=[CH:11][C:10]([S:13][CH2:14][C:15]2[CH:16]=[C:17]([C:30]#[C:29][C:31]3[CH:32]=[CH:33][C:34]([S:37]([CH3:40])(=[O:39])=[O:38])=[CH:35][CH:36]=3)[CH:18]=[C:19]([O:21][CH2:22][CH:23]([CH3:25])[CH3:24])[CH:20]=2)=[CH:9][C:8]=1[CH3:27])[CH3:2], predict the reactants needed to synthesize it. (6) Given the product [CH:8]([N:21]1[CH2:24][CH:23]([N:3]2[CH:7]=[CH:6][CH:5]=[N:4]2)[CH2:22]1)([C:15]1[CH:16]=[CH:17][CH:18]=[CH:19][CH:20]=1)[C:9]1[CH:10]=[CH:11][CH:12]=[CH:13][CH:14]=1, predict the reactants needed to synthesize it. The reactants are: [H-].[Na+].[NH:3]1[CH:7]=[CH:6][CH:5]=[N:4]1.[CH:8]([N:21]1[CH2:24][CH:23](OS(C)(=O)=O)[CH2:22]1)([C:15]1[CH:20]=[CH:19][CH:18]=[CH:17][CH:16]=1)[C:9]1[CH:14]=[CH:13][CH:12]=[CH:11][CH:10]=1.C(OCC)(=O)C. (7) Given the product [NH2:1][C@H:2]([C:5]([OH:7])=[O:6])[CH2:3][NH2:4].[OH:31][C:25]([C:27]([F:30])([F:29])[F:28])=[O:26].[CH3:15][N:16]1[CH2:21][CH2:20][N:19]([CH2:22][CH2:23][NH2:24])[CH2:18][CH2:17]1, predict the reactants needed to synthesize it. The reactants are: [NH:1](C(OC(C)(C)C)=O)[C@H:2]([C:5]([OH:7])=[O:6])[CH2:3][NH2:4].[CH3:15][N:16]1[CH2:21][CH2:20][N:19]([CH2:22][CH2:23][NH2:24])[CH2:18][CH2:17]1.[C:25]([OH:31])([C:27]([F:30])([F:29])[F:28])=[O:26]. (8) Given the product [C:20]([O:19][C:18]([NH:17][C@H:12]1[CH2:13][CH2:14][CH2:15][CH2:16][C@H:11]1[NH:10][C:4]1[CH:3]=[C:2]([NH:25][C:26]2[N:31]=[C:30]([CH2:32][N:33]3[CH2:38][CH2:37][N:36]([C:39]([O:41][C:42]([CH3:45])([CH3:44])[CH3:43])=[O:40])[CH2:35][CH2:34]3)[CH:29]=[CH:28][CH:27]=2)[C:7]([C:8]#[N:9])=[N:6][CH:5]=1)=[O:24])([CH3:23])([CH3:22])[CH3:21], predict the reactants needed to synthesize it. The reactants are: Br[C:2]1[CH:3]=[C:4]([NH:10][C@@H:11]2[CH2:16][CH2:15][CH2:14][CH2:13][C@@H:12]2[NH:17][C:18](=[O:24])[O:19][C:20]([CH3:23])([CH3:22])[CH3:21])[CH:5]=[N:6][C:7]=1[C:8]#[N:9].[NH2:25][C:26]1[N:31]=[C:30]([CH2:32][N:33]2[CH2:38][CH2:37][N:36]([C:39]([O:41][C:42]([CH3:45])([CH3:44])[CH3:43])=[O:40])[CH2:35][CH2:34]2)[CH:29]=[CH:28][CH:27]=1.C1(P(C2CCCCC2)C2C=CC=CC=2C2C(C(C)C)=CC(C(C)C)=CC=2C(C)C)CCCCC1.C(=O)([O-])[O-].[Cs+].[Cs+]. (9) Given the product [CH:27]([O:26][C:24]([N:13]1[CH2:14][CH2:15][CH:10]([S:9][C:6]2[C:7]([CH3:8])=[C:2]([Cl:1])[N:3]=[CH:4][N:5]=2)[CH2:11][CH2:12]1)=[O:25])([CH3:29])[CH3:28], predict the reactants needed to synthesize it. The reactants are: [Cl:1][C:2]1[C:7]([CH3:8])=[C:6]([S:9][CH:10]2[CH2:15][CH2:14][NH:13][CH2:12][CH2:11]2)[N:5]=[CH:4][N:3]=1.C(N(CC)CC)C.Cl[C:24]([O:26][CH:27]([CH3:29])[CH3:28])=[O:25]. (10) Given the product [CH2:10]([O:12][C:13]([C:14]1[CH:15]=[N:9][N:8]([CH:2]2[CH2:7][CH2:6][CH2:5][CH2:4][CH2:3]2)[C:19]=1[NH2:20])=[O:21])[CH3:11], predict the reactants needed to synthesize it. The reactants are: Cl.[CH:2]1([NH:8][NH2:9])[CH2:7][CH2:6][CH2:5][CH2:4][CH2:3]1.[CH2:10]([O:12][C:13](=[O:21])[C:14]([C:19]#[N:20])=[CH:15]OCC)[CH3:11].C(=O)(O)[O-].[Na+].